This data is from Forward reaction prediction with 1.9M reactions from USPTO patents (1976-2016). The task is: Predict the product of the given reaction. (1) Given the reactants [OH:1][CH:2]1[CH:8]([NH:9][C:10](=[O:17])[C@@H:11]([NH2:16])[CH2:12][CH:13]([CH3:15])[CH3:14])[CH2:7][CH2:6][CH2:5][N:4]([S:18]([C:21]2[CH:26]=[CH:25][CH:24]=[CH:23][N:22]=2)(=[O:20])=[O:19])[CH2:3]1.C(N(CC)CC)C.[N:34]1[CH:39]=[CH:38][CH:37]=[CH:36][C:35]=1[S:40](Cl)(=[O:42])=[O:41].CO, predict the reaction product. The product is: [O:1]=[C:2]1[CH:8]([NH:9][C:10](=[O:17])[C@@H:11]([NH:16][S:40]([C:35]2[CH:36]=[CH:37][CH:38]=[CH:39][N:34]=2)(=[O:42])=[O:41])[CH2:12][CH:13]([CH3:15])[CH3:14])[CH2:7][CH2:6][CH2:5][N:4]([S:18]([C:21]2[CH:26]=[CH:25][CH:24]=[CH:23][N:22]=2)(=[O:20])=[O:19])[CH2:3]1. (2) Given the reactants [CH:1]1[C:7]([NH2:8])=[N:6][C:4](=[O:5])[N:3]([C@@H:9]2[O:13][C@H:12]([CH2:14][OH:15])[C@@H:11]([OH:16])[C:10]2([F:18])[F:17])[CH:2]=1.Cl.OP([O-])(O)=O.OP([O-])([O-])=O.[Na+].[Na+].[Na+].[Cl-].[Cl-].[K+].[K+], predict the reaction product. The product is: [CH:1]1[C:7]([NH2:8])=[N:6][C:4](=[O:5])[N:3]([C@@H:9]2[O:13][C@H:12]([CH2:14][OH:15])[C@@H:11]([OH:16])[C:10]2([F:17])[F:18])[CH:2]=1. (3) Given the reactants [NH2:1][C@@H:2]([CH2:23][C:24]1[CH:29]=[CH:28][CH:27]=[CH:26][CH:25]=1)[C@H:3]([OH:22])[CH2:4][N:5]([O:17][CH:18]([CH2:20][CH3:21])[CH3:19])[S:6]([C:9]1[CH:14]=[CH:13][C:12]([O:15][CH3:16])=[CH:11][CH:10]=1)(=[O:8])=[O:7].[OH:30][C:31]1[C:32]([CH3:40])=[C:33]([CH:37]=[CH:38][CH:39]=1)C(O)=O.O.ON1C2C=CC=CC=2N=N1.Cl.CN(C)CCCN=C=NCC.C(N(C(C)C)CC)(C)C, predict the reaction product. The product is: [CH:18]([O:17][N:5]([CH2:4][C@@H:3]([OH:22])[C@@H:2]([NH:1][C:33]1[CH:37]=[CH:38][CH:39]=[C:31]([OH:30])[C:32]=1[CH3:40])[CH2:23][C:24]1[CH:25]=[CH:26][CH:27]=[CH:28][CH:29]=1)[S:6]([C:9]1[CH:10]=[CH:11][C:12]([O:15][CH3:16])=[CH:13][CH:14]=1)(=[O:7])=[O:8])([CH2:20][CH3:21])[CH3:19]. (4) Given the reactants [O:1]1[CH:5]=[CH:4][CH:3]=[C:2]1[CH2:6][NH:7][CH2:8][C:9]1[CH:14]=[CH:13][C:12]([CH2:15][C:16]([CH3:25])([CH3:24])[C:17]([O:19][C:20]([CH3:23])([CH3:22])[CH3:21])=[O:18])=[CH:11][CH:10]=1.C(N(CC)CC)C.Br[CH2:34][C:35]([O:37][CH2:38][CH3:39])=[O:36], predict the reaction product. The product is: [CH2:38]([O:37][C:35](=[O:36])[CH2:34][N:7]([CH2:8][C:9]1[CH:14]=[CH:13][C:12]([CH2:15][C:16]([CH3:25])([CH3:24])[C:17]([O:19][C:20]([CH3:23])([CH3:22])[CH3:21])=[O:18])=[CH:11][CH:10]=1)[CH2:6][C:2]1[O:1][CH:5]=[CH:4][CH:3]=1)[CH3:39]. (5) Given the reactants [NH:1]1[CH2:5][CH2:4][C@H:3]([OH:6])[CH2:2]1.C(N(CC)CC)C.Cl[C:15]([O:17][CH2:18][C:19]1[CH:24]=[CH:23][CH:22]=[CH:21][CH:20]=1)=[O:16].C(=O)(O)[O-].[Na+], predict the reaction product. The product is: [OH:6][C@H:3]1[CH2:4][CH2:5][N:1]([C:15]([O:17][CH2:18][C:19]2[CH:24]=[CH:23][CH:22]=[CH:21][CH:20]=2)=[O:16])[CH2:2]1. (6) Given the reactants [OH-].[Na+].[CH3:3][N:4]1[C:8]2[CH:9]=[C:10]([C:13]([O:15]C)=[O:14])[CH:11]=[CH:12][C:7]=2[NH:6][C:5]1=[O:17], predict the reaction product. The product is: [CH3:3][N:4]1[C:8]2[CH:9]=[C:10]([C:13]([OH:15])=[O:14])[CH:11]=[CH:12][C:7]=2[NH:6][C:5]1=[O:17].